The task is: Predict the product of the given reaction.. This data is from Forward reaction prediction with 1.9M reactions from USPTO patents (1976-2016). (1) The product is: [CH2:15]([N:11]1[C:12]2[C:7](=[C:6]([OH:32])[C:5]([C:3]([NH:33][CH2:34][CH2:35][C:36]([OH:38])=[O:37])=[O:4])=[N:14][CH:13]=2)[CH:8]=[C:9]([C:23]2[CH:28]=[C:27]([F:29])[CH:26]=[CH:25][C:24]=2[O:30][CH3:31])[C:10]1=[O:22])[C:16]1[CH:17]=[CH:18][CH:19]=[CH:20][CH:21]=1. Given the reactants CO[C:3]([C:5]1[C:6]([OH:32])=[C:7]2[C:12](=[CH:13][N:14]=1)[N:11]([CH2:15][C:16]1[CH:21]=[CH:20][CH:19]=[CH:18][CH:17]=1)[C:10](=[O:22])[C:9]([C:23]1[CH:28]=[C:27]([F:29])[CH:26]=[CH:25][C:24]=1[O:30][CH3:31])=[CH:8]2)=[O:4].[NH2:33][CH2:34][CH2:35][C:36]([OH:38])=[O:37].C[O-].[Na+], predict the reaction product. (2) Given the reactants [CH2:1]([O:8][CH2:9][C:10]1[N:15]=[C:14]([OH:16])[C:13]([C:17]([OH:19])=O)=[CH:12][N:11]=1)[C:2]1[CH:7]=[CH:6][CH:5]=[CH:4][CH:3]=1.CN(C(ON1N=N[C:30]2[CH:31]=[CH:32][CH:33]=[N:34][C:29]1=2)=[N+](C)C)C.F[P-](F)(F)(F)(F)F, predict the reaction product. The product is: [CH2:1]([O:8][CH2:9][C:10]1[N:15]=[C:14]([OH:16])[C:13]([C:17]([NH:34][CH2:33][C:32]2[CH:5]=[CH:4][C:3]3[C:30](=[CH:29][CH:6]=[CH:7][CH:2]=3)[CH:31]=2)=[O:19])=[CH:12][N:11]=1)[C:2]1[CH:3]=[CH:4][CH:5]=[CH:6][CH:7]=1. (3) Given the reactants [C:1]([C:5]1[NH:9][C:8](=[O:10])[N:7]([C:11]2[CH:16]=[CH:15][C:14]([O:17][C:18]3[CH:23]=[C:22](Cl)[N:21]=[CH:20][N:19]=3)=[C:13]([CH3:25])[N:12]=2)[N:6]=1)([CH3:4])([CH3:3])[CH3:2].[CH3:26][N:27]1[CH:31]=[C:30](B2OC(C)(C)C(C)(C)O2)[CH:29]=[N:28]1.C([O-])([O-])=O.[K+].[K+].O1CCOCC1, predict the reaction product. The product is: [C:1]([C:5]1[NH:9][C:8](=[O:10])[N:7]([C:11]2[CH:16]=[CH:15][C:14]([O:17][C:18]3[CH:23]=[C:22]([C:30]4[CH:29]=[N:28][N:27]([CH3:26])[CH:31]=4)[N:21]=[CH:20][N:19]=3)=[C:13]([CH3:25])[N:12]=2)[N:6]=1)([CH3:4])([CH3:3])[CH3:2]. (4) Given the reactants [NH2:1][C:2]1[C:7]([CH:8]=O)=[CH:6][CH:5]=[CH:4][N:3]=1.[CH3:10][NH:11][CH3:12].N1C=CC=CC=1.B.C(=O)(O)[O-].[Na+], predict the reaction product. The product is: [CH3:10][N:11]([CH2:8][C:7]1[C:2]([NH2:1])=[N:3][CH:4]=[CH:5][CH:6]=1)[CH3:12]. (5) The product is: [CH2:22]([NH:29][CH:8]1[CH2:7][C@H:6]([C:13]2[CH:18]=[CH:17][N:16]=[CH:15][C:14]=2[N+:19]([O-:21])=[O:20])[O:5][C@H:4]([CH:1]2[CH2:2][CH2:3]2)[C@@:9]1([CH3:10])[OH:11])[C:23]1[CH:28]=[CH:27][CH:26]=[CH:25][CH:24]=1. Given the reactants [CH:1]1([C@@H:4]2[C@:9]([OH:11])([CH3:10])[C:8](=O)[CH2:7][C@H:6]([C:13]3[CH:18]=[CH:17][N:16]=[CH:15][C:14]=3[N+:19]([O-:21])=[O:20])[O:5]2)[CH2:3][CH2:2]1.[CH2:22]([NH2:29])[C:23]1[CH:28]=[CH:27][CH:26]=[CH:25][CH:24]=1.[Li+].[BH4-], predict the reaction product. (6) Given the reactants [NH:1]1[CH2:6][CH2:5][CH:4]([OH:7])[CH2:3][CH2:2]1.Cl[C:9]1[N:14]=[CH:13][C:12]([CH2:15][CH2:16][CH3:17])=[CH:11][N:10]=1.C([O-])([O-])=O.[K+].[K+].O, predict the reaction product. The product is: [CH2:15]([C:12]1[CH:11]=[N:10][C:9]([N:1]2[CH2:6][CH2:5][CH:4]([OH:7])[CH2:3][CH2:2]2)=[N:14][CH:13]=1)[CH2:16][CH3:17]. (7) Given the reactants [CH3:1][O:2][C:3]1[CH:22]=[CH:21][C:6]([CH2:7][C@@H:8]2[C:12]3=[N:13][C:14]4[CH:19]=[CH:18][CH:17]=[CH:16][C:15]=4[N:11]3[C:10](=[O:20])[NH:9]2)=[CH:5][CH:4]=1.Cl.[NH2:24][C:25]1([C:28]2[CH:37]=[CH:36][C:31]([C:32]([O:34][CH3:35])=[O:33])=[CH:30][CH:29]=2)[CH2:27][CH2:26]1.C(O)(C(F)(F)F)=O, predict the reaction product. The product is: [NH:13]1[C:14]2[CH:19]=[CH:18][CH:17]=[CH:16][C:15]=2[N:11]=[C:12]1[C@H:8]([NH:9][C:10](=[O:20])[NH:24][C:25]1([C:28]2[CH:37]=[CH:36][C:31]([C:32]([O:34][CH3:35])=[O:33])=[CH:30][CH:29]=2)[CH2:27][CH2:26]1)[CH2:7][C:6]1[CH:21]=[CH:22][C:3]([O:2][CH3:1])=[CH:4][CH:5]=1. (8) Given the reactants C(O[C:6]([N:8]([C:41](OC(C)(C)C)=O)[C:9](=[O:40])[C:10]1[CH:15]=[C:14]([N:16]2[CH2:20][CH2:19][CH2:18][S:17]2(=[O:22])=[O:21])[CH:13]=[CH:12][C:11]=1[C:23]([N:25]1[CH2:30][CH2:29][N:28]([C:31]2[C:36]([CH3:37])=[CH:35][C:34]([CH3:38])=[C:33]([CH3:39])[N:32]=2)[CH2:27][CH2:26]1)=[O:24])=O)(C)(C)C, predict the reaction product. The product is: [O:22]=[S:17]1(=[O:21])[CH2:18][CH2:19][CH2:20][N:16]1[C:14]1[CH:13]=[CH:12][C:11]([C:23]([N:25]2[CH2:30][CH2:29][N:28]([C:31]3[C:36]([CH3:37])=[CH:35][C:34]([CH3:38])=[C:33]([CH3:39])[N:32]=3)[CH2:27][CH2:26]2)=[O:24])=[C:10]([CH:15]=1)[C:9]([N:8]([CH3:41])[CH3:6])=[O:40].